Predict the reaction yield, written as a fraction of the theoretical maximum amount of product (1.0 means a 100% yield; for example, 0.34 means a 34% yield). From a dataset of Reaction yield outcomes from USPTO patents with 853,638 reactions. The yield is 0.120. The product is [F:15][C:16]1[CH:17]=[C:18]([CH:22]=[CH:23][C:24]=1[F:25])[C:19]([N:10]=[C:8]1[N:7]([CH:27]([CH2:32][CH3:33])[C:28]([OH:30])=[O:29])[C:6]2[CH:11]=[CH:12][C:3]([C:2]([F:1])([F:13])[F:14])=[CH:4][C:5]=2[S:9]1)=[O:20]. No catalyst specified. The reactants are [F:1][C:2]([F:14])([F:13])[C:3]1[CH:12]=[CH:11][C:6]2[N:7]=[C:8]([NH2:10])[S:9][C:5]=2[CH:4]=1.[F:15][C:16]1[CH:17]=[C:18]([CH:22]=[CH:23][C:24]=1[F:25])[C:19](Cl)=[O:20].Br[CH:27]([CH2:32][CH3:33])[C:28]([O:30]C)=[O:29].COC1C=CC2N=C(N)SC=2C=1.ClC1C=C(C=CC=1)C(Cl)=O.BrCC(OCC)=O.